This data is from Forward reaction prediction with 1.9M reactions from USPTO patents (1976-2016). The task is: Predict the product of the given reaction. (1) Given the reactants [Br:1][C:2]1[CH:12]=[CH:11][C:5]([C:6]([O:8][CH2:9][CH3:10])=[O:7])=[CH:4][C:3]=1[OH:13].C(=O)([O-])[O-].[K+].[K+].Cl[CH2:21][C:22]([CH3:25])([OH:24])[CH3:23], predict the reaction product. The product is: [OH:24][C:22]([CH3:25])([CH3:23])[CH2:21][O:13][C:3]1[CH:4]=[C:5]([CH:11]=[CH:12][C:2]=1[Br:1])[C:6]([O:8][CH2:9][CH3:10])=[O:7]. (2) The product is: [OH:34][NH:33][C:8]([C@@H:4]1[CH2:5][CH2:6][CH2:7][C@@H:3]1[N:2]([CH3:1])[S:11]([C:14]1[CH:15]=[CH:16][C:17]([O:20][CH2:21][C:22]2[C:31]3[C:26](=[CH:27][CH:28]=[CH:29][CH:30]=3)[N:25]=[C:24]([CH3:32])[CH:23]=2)=[CH:18][CH:19]=1)(=[O:13])=[O:12])=[O:10]. Given the reactants [CH3:1][N:2]([S:11]([C:14]1[CH:19]=[CH:18][C:17]([O:20][CH2:21][C:22]2[C:31]3[C:26](=[CH:27][CH:28]=[CH:29][CH:30]=3)[N:25]=[C:24]([CH3:32])[CH:23]=2)=[CH:16][CH:15]=1)(=[O:13])=[O:12])[C@H:3]1[CH2:7][CH2:6][CH2:5][C@H:4]1[C:8]([OH:10])=O.[NH2:33][OH:34], predict the reaction product. (3) Given the reactants [H-].C([Al+]CC(C)C)C(C)C.[Br:11][C:12]1[CH:13]=[N:14][N:15]([C:17]([CH3:25])([CH3:24])[CH2:18][C:19](OCC)=[O:20])[CH:16]=1, predict the reaction product. The product is: [Br:11][C:12]1[CH:13]=[N:14][N:15]([C:17]([CH3:25])([CH3:24])[CH2:18][CH2:19][OH:20])[CH:16]=1. (4) Given the reactants [CH2:1]([N:8]1[CH2:16][CH:15]2[CH:10]([NH:11][CH2:12][CH2:13][CH2:14]2)[CH2:9]1)[C:2]1[CH:7]=[CH:6][CH:5]=[CH:4][CH:3]=1.C([O-])([O-])=O.[Na+].[Na+].[CH3:23][C:24]([O:27][C:28](O[C:28]([O:27][C:24]([CH3:26])([CH3:25])[CH3:23])=[O:29])=[O:29])([CH3:26])[CH3:25], predict the reaction product. The product is: [CH2:1]([N:8]1[CH2:16][CH:15]2[CH:10]([N:11]([C:28]([O:27][C:24]([CH3:26])([CH3:25])[CH3:23])=[O:29])[CH2:12][CH2:13][CH2:14]2)[CH2:9]1)[C:2]1[CH:3]=[CH:4][CH:5]=[CH:6][CH:7]=1. (5) Given the reactants [F:1][C:2]([F:28])([F:27])[C:3]([NH:5][C@H:6]([CH2:10][C:11](=O)[C:12]1[CH:17]=[CH:16][C:15]([CH2:18][CH2:19][CH2:20][CH2:21][CH2:22][CH2:23][CH2:24][CH3:25])=[CH:14][CH:13]=1)[C:7]([OH:9])=[O:8])=[O:4], predict the reaction product. The product is: [F:1][C:2]([F:27])([F:28])[C:3]([NH:5][C@H:6]([CH2:10][CH2:11][C:12]1[CH:13]=[CH:14][C:15]([CH2:18][CH2:19][CH2:20][CH2:21][CH2:22][CH2:23][CH2:24][CH3:25])=[CH:16][CH:17]=1)[C:7]([OH:9])=[O:8])=[O:4]. (6) Given the reactants [CH2:1]([N:8]1[CH2:12][CH2:11][CH:10]([NH:13][C:14]2[N:19]=[CH:18][C:17](/[CH:20]=[CH:21]/[C:22]([O:24]CC)=[O:23])=[CH:16][CH:15]=2)[CH2:9]1)[C:2]1[CH:7]=[CH:6][CH:5]=[CH:4][CH:3]=1.[OH-].[Na+], predict the reaction product. The product is: [CH2:1]([N:8]1[CH2:12][CH2:11][CH:10]([NH:13][C:14]2[N:19]=[CH:18][C:17](/[CH:20]=[CH:21]/[C:22]([OH:24])=[O:23])=[CH:16][CH:15]=2)[CH2:9]1)[C:2]1[CH:7]=[CH:6][CH:5]=[CH:4][CH:3]=1. (7) Given the reactants [CH3:1][CH2:2][C@@H:3]1[C@@H:8]2[N:9]3[CH2:11][CH2:12][C:13]4[C:17]5[CH:18]=[C:19]([O:22][CH3:23])[CH:20]=[CH:21][C:16]=5[NH:15][C:14]=4[C@@H:7]2[CH2:6][C@@H:5]([CH2:10]3)[CH2:4]1.Cl, predict the reaction product. The product is: [CH3:1][CH2:2][C@@H:3]1[C@@H:8]2[N:9]3[CH2:11][CH2:12][C:13]4[C:17]5[CH:18]=[C:19]([O:22][CH3:23])[CH:20]=[CH:21][C:16]=5[NH:15][C:14]=4[C@@H:7]2[CH2:6][C@@H:5]([CH2:10]3)[CH2:4]1. (8) Given the reactants [NH2:1][CH:2]1[N:8]=[C:7]([C:9]2[CH:14]=[CH:13][CH:12]=[CH:11][CH:10]=2)[C:6]2[CH:15]=[CH:16][CH:17]=[CH:18][C:5]=2[N:4]([CH2:19][C:20]([F:23])([F:22])[F:21])[C:3]1=[O:24].C1C([N+]([O-])=O)=CC=C([Cl-][C:35]([O-])=[O:36])C=1.C(N(CC)CC)C.[OH:45][C:46]([C:48]([F:51])([F:50])[F:49])=[O:47].OC(C(F)(F)F)=O.[NH:59]1[CH2:64][CH2:63][CH:62]([N:65]2[CH2:70][C:69]3[N:71]=[CH:72][CH:73]=[CH:74][C:68]=3[NH:67][C:66]2=[O:75])[CH2:61][CH2:60]1, predict the reaction product. The product is: [C:46]([OH:47])([C:48]([F:51])([F:50])[F:49])=[O:45].[O:75]=[C:66]1[NH:67][C:68]2[CH:74]=[CH:73][CH:72]=[N:71][C:69]=2[CH2:70][N:65]1[CH:62]1[CH2:61][CH2:60][N:59]([C:35]([NH:1][C@@H:2]2[N:8]=[C:7]([C:9]3[CH:10]=[CH:11][CH:12]=[CH:13][CH:14]=3)[C:6]3[CH:15]=[CH:16][CH:17]=[CH:18][C:5]=3[N:4]([CH2:19][C:20]([F:21])([F:23])[F:22])[C:3]2=[O:24])=[O:36])[CH2:64][CH2:63]1.